This data is from Catalyst prediction with 721,799 reactions and 888 catalyst types from USPTO. The task is: Predict which catalyst facilitates the given reaction. (1) Reactant: Br[CH2:2][CH2:3]Br.Cl.[CH3:6][O:7][C:8](=[O:15])[C@@H:9]([C:11]([SH:14])([CH3:13])[CH3:12])[NH2:10].N12CCCN=C1CCCCC2.C([O-])(O)=O.[Na+]. The catalyst class is: 3. Product: [CH3:12][C:11]1([CH3:13])[S:14][CH2:3][CH2:2][NH:10][C@H:9]1[C:8]([O:7][CH3:6])=[O:15]. (2) Reactant: [F:1][C:2]([F:37])([F:36])[C:3]([NH:5][C:6]1[CH:35]=[CH:34][CH:33]=[CH:32][C:7]=1[C:8]([NH:10][CH:11]([C:13]1[N:18]=[N:17][C:16]([NH:19][C:20]2[CH:25]=[C:24]([O:26][CH3:27])[C:23]([O:28][CH3:29])=[C:22]([O:30][CH3:31])[CH:21]=2)=[N:15][CH:14]=1)[CH3:12])=O)=[O:4].P(Cl)(Cl)(Cl)=O. Product: [F:1][C:2]([F:37])([F:36])[C:3]([NH:5][C:6]1[CH:35]=[CH:34][CH:33]=[CH:32][C:7]=1[C:8]1[N:18]2[C:13]([CH:14]=[N:15][C:16]([NH:19][C:20]3[CH:25]=[C:24]([O:26][CH3:27])[C:23]([O:28][CH3:29])=[C:22]([O:30][CH3:31])[CH:21]=3)=[N:17]2)=[C:11]([CH3:12])[N:10]=1)=[O:4]. The catalyst class is: 26. (3) Reactant: [SnH](CCCC)(CCCC)[CH2:2][CH2:3][CH2:4]C.CC(N=NC(C#N)(C)C)(C#N)C.[NH:26]1[C:34]2[C:29](=[CH:30][CH:31]=[CH:32][CH:33]=2)[CH2:28][CH2:27]1. Product: [CH:3]([N:26]1[C:34]2[C:29](=[CH:30][CH:31]=[CH:32][CH:33]=2)[CH2:28][CH2:27]1)([CH3:4])[CH3:2]. The catalyst class is: 48.